From a dataset of Catalyst prediction with 721,799 reactions and 888 catalyst types from USPTO. Predict which catalyst facilitates the given reaction. (1) Reactant: [O:1]1[CH:5]=[CH:4][CH:3]=[C:2]1[CH2:6][N:7]([CH2:9][C:10]1[CH:11]=[C:12]([CH:17]=[C:18]([CH3:20])[CH:19]=1)[C:13]([O:15]C)=[O:14])[CH3:8].O.[OH-].[Li+]. Product: [O:1]1[CH:5]=[CH:4][CH:3]=[C:2]1[CH2:6][N:7]([CH2:9][C:10]1[CH:11]=[C:12]([CH:17]=[C:18]([CH3:20])[CH:19]=1)[C:13]([OH:15])=[O:14])[CH3:8]. The catalyst class is: 111. (2) Reactant: Br[C:2]1[CH:27]=[C:26]([O:28][CH3:29])[C:5]2[NH:6][C:7](=[O:25])[CH:8]([NH:17][C:18](=[O:24])[O:19][C:20]([CH3:23])([CH3:22])[CH3:21])[N:9]=[C:10]([C:11]3[CH:16]=[CH:15][CH:14]=[CH:13][CH:12]=3)[C:4]=2[CH:3]=1.C[C:31]([N:33](C)C)=O. Product: [C:31]([C:2]1[CH:27]=[C:26]([O:28][CH3:29])[C:5]2[NH:6][C:7](=[O:25])[CH:8]([NH:17][C:18](=[O:24])[O:19][C:20]([CH3:22])([CH3:21])[CH3:23])[N:9]=[C:10]([C:11]3[CH:16]=[CH:15][CH:14]=[CH:13][CH:12]=3)[C:4]=2[CH:3]=1)#[N:33]. The catalyst class is: 267. (3) Reactant: [C:1]1([SH:7])[CH:6]=[CH:5][CH:4]=[CH:3][CH:2]=1.Cl[C:9]1[S:10][C:11]([C:15]([O:17][CH2:18][CH3:19])=[O:16])=[C:12]([CH3:14])[N:13]=1.O. Product: [CH3:14][C:12]1[N:13]=[C:9]([S:7][C:1]2[CH:6]=[CH:5][CH:4]=[CH:3][CH:2]=2)[S:10][C:11]=1[C:15]([O:17][CH2:18][CH3:19])=[O:16]. The catalyst class is: 9. (4) Reactant: [Br:1][C:2]1[C:10]2[C:5](=[CH:6][C:7]([C:11]([O:13][CH3:14])=[O:12])=[CH:8][CH:9]=2)[NH:4][N:3]=1.Br[C:16]1[CH:20]=[CH:19][S:18][CH:17]=1.CN[C@@H]1CCCC[C@H]1NC.[O-]P([O-])([O-])=O.[K+].[K+].[K+]. Product: [Br:1][C:2]1[C:10]2[C:5](=[CH:6][C:7]([C:11]([O:13][CH3:14])=[O:12])=[CH:8][CH:9]=2)[N:4]([C:16]2[CH:20]=[CH:19][S:18][CH:17]=2)[N:3]=1. The catalyst class is: 432. (5) Reactant: [F:1][C:2]1[C:3](C2C=C(C=CC=2)C#N)=[N:4][C:5](F)=[C:6]([F:9])[C:7]=1[CH3:8].[CH3:19][N:20]([CH3:29])[C:21]1[CH:22]=[CH:23][C:24]([CH3:28])=[C:25]([OH:27])[CH:26]=1.[C:30](=[O:33])([O-])[O-].[Cs+].[Cs+]. Product: [F:9][C:6]1[C:5]([O:33][C:30]2[CH:22]=[CH:23][CH:24]=[CH:25][C:26]=2[C:21]#[N:20])=[N:4][C:3]([O:27][C:25]2[CH:26]=[C:21]([N:20]([CH3:29])[CH3:19])[CH:22]=[CH:23][C:24]=2[CH3:28])=[C:2]([F:1])[C:7]=1[CH3:8]. The catalyst class is: 10. (6) Reactant: [Cl:1][C:2]1[CH:7]=[C:6]([CH3:8])[CH:5]=[CH:4][C:3]=1[NH:9][C:10]([CH2:12][C@@H:13]([C:22]1[C:26]([CH:27]2[CH2:29][CH2:28]2)=[C:25]([C:30]2[CH:34]=[C:33]([C:35]([F:41])([F:40])[C:36]([CH3:39])([CH3:38])[CH3:37])[O:32][N:31]=2)[O:24][N:23]=1)[CH2:14][C:15]([O:17]C(C)(C)C)=[O:16])=[O:11].FC(F)(F)C(O)=O. Product: [Cl:1][C:2]1[CH:7]=[C:6]([CH3:8])[CH:5]=[CH:4][C:3]=1[NH:9][C:10]([CH2:12][C@@H:13]([C:22]1[C:26]([CH:27]2[CH2:28][CH2:29]2)=[C:25]([C:30]2[CH:34]=[C:33]([C:35]([F:40])([F:41])[C:36]([CH3:37])([CH3:38])[CH3:39])[O:32][N:31]=2)[O:24][N:23]=1)[CH2:14][C:15]([OH:17])=[O:16])=[O:11]. The catalyst class is: 11.